Dataset: NCI-60 drug combinations with 297,098 pairs across 59 cell lines. Task: Regression. Given two drug SMILES strings and cell line genomic features, predict the synergy score measuring deviation from expected non-interaction effect. (1) Drug 1: CC(C)(C#N)C1=CC(=CC(=C1)CN2C=NC=N2)C(C)(C)C#N. Drug 2: B(C(CC(C)C)NC(=O)C(CC1=CC=CC=C1)NC(=O)C2=NC=CN=C2)(O)O. Cell line: UACC62. Synergy scores: CSS=49.4, Synergy_ZIP=2.65, Synergy_Bliss=1.82, Synergy_Loewe=-22.5, Synergy_HSA=-2.47. (2) Cell line: A549. Drug 2: N.N.Cl[Pt+2]Cl. Drug 1: C1=NC2=C(N=C(N=C2N1C3C(C(C(O3)CO)O)O)F)N. Synergy scores: CSS=70.5, Synergy_ZIP=-1.63, Synergy_Bliss=-2.72, Synergy_Loewe=0.193, Synergy_HSA=1.72.